Dataset: Forward reaction prediction with 1.9M reactions from USPTO patents (1976-2016). Task: Predict the product of the given reaction. (1) Given the reactants [F:1][C:2]1[CH:3]=[CH:4][C:5]([CH3:11])=[C:6]([C:8](=[O:10])[CH3:9])[CH:7]=1.[BH4-].[Na+], predict the reaction product. The product is: [F:1][C:2]1[CH:3]=[CH:4][C:5]([CH3:11])=[C:6]([CH:8]([OH:10])[CH3:9])[CH:7]=1. (2) Given the reactants [C:1]1([C:32]2[CH:37]=[CH:36][CH:35]=[CH:34][CH:33]=2)[CH:6]=[CH:5][C:4]([C:7]([N:9]2[CH2:14][CH2:13][N:12]([C:15]3[C:16]4[CH:29]=[C:28]([CH2:30][CH3:31])[S:27][C:17]=4[N:18]=[C:19]([NH:21][C:22](=[O:26])[CH2:23]OC)[N:20]=3)[CH2:11][CH2:10]2)=[O:8])=[CH:3][CH:2]=1.[N:38]1([C:46]([O:48][C:49]([CH3:52])([CH3:51])[CH3:50])=[O:47])C[CH2:41][CH2:40][C@H:39]1C([O-])=O, predict the reaction product. The product is: [C:1]1([C:32]2[CH:37]=[CH:36][CH:35]=[CH:34][CH:33]=2)[CH:6]=[CH:5][C:4]([C:7]([N:9]2[CH2:10][CH2:11][N:12]([C:15]3[C:16]4[CH:29]=[C:28]([CH2:30][CH3:31])[S:27][C:17]=4[N:18]=[C:19]([NH:21][C:22]([C@@H:23]4[CH2:41][CH2:40][CH2:39][N:38]4[C:46]([O:48][C:49]([CH3:50])([CH3:52])[CH3:51])=[O:47])=[O:26])[N:20]=3)[CH2:13][CH2:14]2)=[O:8])=[CH:3][CH:2]=1. (3) Given the reactants C(O)(=O)[C@H]([C@@H](C(O)=O)O)O.[CH2:11]([N:18]1[CH2:22][C@@H:21]([N+:23]([O-:25])=[O:24])[C@H:20]([CH:26]([O:29][CH3:30])[O:27][CH3:28])[CH2:19]1)[C:12]1[CH:17]=[CH:16][CH:15]=[CH:14][CH:13]=1, predict the reaction product. The product is: [CH2:11]([N:18]1[CH2:22][C@H:21]([N+:23]([O-:25])=[O:24])[C@H:20]([CH:26]([O:29][CH3:30])[O:27][CH3:28])[CH2:19]1)[C:12]1[CH:17]=[CH:16][CH:15]=[CH:14][CH:13]=1. (4) Given the reactants [O:1]1[CH:6]([CH2:7][N:8]2[CH2:14][CH2:13][CH2:12][NH:11][CH2:10][CH2:9]2)[CH2:5][O:4][C:3]2[CH:15]=[CH:16][CH:17]=[CH:18][C:2]1=2.F[C:20]1[CH:29]=[CH:28][CH:27]=[CH:26][C:21]=1[C:22]([O:24][CH3:25])=[O:23].C([O-])([O-])=O.[K+].[K+].O, predict the reaction product. The product is: [O:1]1[CH:6]([CH2:7][N:8]2[CH2:14][CH2:13][CH2:12][N:11]([C:20]3[CH:29]=[CH:28][CH:27]=[CH:26][C:21]=3[C:22]([O:24][CH3:25])=[O:23])[CH2:10][CH2:9]2)[CH2:5][O:4][C:3]2[CH:15]=[CH:16][CH:17]=[CH:18][C:2]1=2. (5) Given the reactants C(Cl)CCl.[OH:5][C:6]1[C:7]2[CH:8]=[C:9]([CH:17]=[CH:18][C:19]([OH:21])=O)[CH:10]=[N:11][C:12]=2[NH:13][C:14](=[O:16])[CH:15]=1.[CH2:22]([O:24][C:25]1[C:33]([O:34][CH3:35])=[CH:32][CH:31]=[CH:30][C:26]=1[CH2:27][NH:28][CH3:29])[CH3:23].C1C=CC2N(O)N=NC=2C=1.O.CCN(C(C)C)C(C)C, predict the reaction product. The product is: [CH2:22]([O:24][C:25]1[C:33]([O:34][CH3:35])=[CH:32][CH:31]=[CH:30][C:26]=1[CH2:27][N:28]([CH3:29])[C:19](=[O:21])[CH:18]=[CH:17][C:9]1[CH:10]=[N:11][C:12]2[NH:13][C:14](=[O:16])[CH:15]=[C:6]([OH:5])[C:7]=2[CH:8]=1)[CH3:23]. (6) Given the reactants [Cl:1][C:2]1[N:10]=[C:9]2[C:5]([N:6]([CH2:11][C:12]3[CH:17]=[CH:16][C:15]([C:18]([F:21])([F:20])[F:19])=[CH:14][C:13]=3[N+:22]([O-])=O)[CH:7]=[N:8]2)=[C:4]([NH:25][C@@H:26]([CH:28]2[CH2:31][CH2:30][CH2:29]2)[CH3:27])[N:3]=1.[Cl-].[NH4+], predict the reaction product. The product is: [NH2:22][C:13]1[CH:14]=[C:15]([C:18]([F:19])([F:21])[F:20])[CH:16]=[CH:17][C:12]=1[CH2:11][N:6]1[C:5]2[C:9](=[N:10][C:2]([Cl:1])=[N:3][C:4]=2[NH:25][C@@H:26]([CH:28]2[CH2:29][CH2:30][CH2:31]2)[CH3:27])[N:8]=[CH:7]1.